This data is from Forward reaction prediction with 1.9M reactions from USPTO patents (1976-2016). The task is: Predict the product of the given reaction. Given the reactants [N+:1]([C:4]1[O:8][C:7]([C:9](Cl)=[O:10])=[CH:6][CH:5]=1)([O-:3])=[O:2].[NH:12]([C:14]1[S:15][C:16]2[CH:22]=[C:21]([O:23][CH2:24][Cl:25])[CH:20]=[CH:19][C:17]=2[N:18]=1)[NH2:13], predict the reaction product. The product is: [Cl:25][CH2:24][O:23][C:21]1[CH:20]=[CH:19][C:17]2[N:18]=[C:14]([NH:12][NH:13][C:9]([C:7]3[O:8][C:4]([N+:1]([O-:3])=[O:2])=[CH:5][CH:6]=3)=[O:10])[S:15][C:16]=2[CH:22]=1.